Dataset: Full USPTO retrosynthesis dataset with 1.9M reactions from patents (1976-2016). Task: Predict the reactants needed to synthesize the given product. Given the product [F:42][C:41]([F:44])([F:43])[C:39]([OH:45])=[O:40].[NH2:22][C@@H:9]([CH2:10][C:11]1[CH:16]=[CH:15][C:14]([OH:17])=[CH:13][CH:12]=1)[C:7]([N:6]([CH2:1][CH2:2][CH:3]([CH3:5])[CH3:4])[CH3:30])=[O:8], predict the reactants needed to synthesize it. The reactants are: [CH2:1]([N:6]([CH3:30])[C:7]([C@@H:9]([NH:22]C(=O)OC(C)(C)C)[CH2:10][C:11]1[CH:16]=[CH:15][C:14]([O:17]C(C)(C)C)=[CH:13][CH:12]=1)=[O:8])[CH2:2][CH:3]([CH3:5])[CH3:4].C1(SC)C=CC=CC=1.[C:39]([OH:45])([C:41]([F:44])([F:43])[F:42])=[O:40].